From a dataset of Reaction yield outcomes from USPTO patents with 853,638 reactions. Predict the reaction yield, written as a fraction of the theoretical maximum amount of product (1.0 means a 100% yield; for example, 0.34 means a 34% yield). (1) The reactants are [CH3:1][C:2]1([CH3:29])[CH2:7][CH2:6][C:5]([C:8]2[CH:13]=[C:12]([C:14]([CH3:18])([CH3:17])[CH:15]=O)[CH:11]=[CH:10][C:9]=2[NH:19][C:20]([C:22]2[NH:23][CH:24]=[C:25]([C:27]#[N:28])[N:26]=2)=[O:21])=[CH:4][CH2:3]1.[CH3:30][C:31]1([CH3:39])[O:38][CH:34]2[CH2:35][NH:36][CH2:37][CH:33]2[O:32]1. The catalyst is CO.C(Cl)Cl. The product is [CH3:1][C:2]1([CH3:29])[CH2:7][CH2:6][C:5]([C:8]2[CH:13]=[C:12]([C:14]([CH3:15])([CH3:17])[CH2:18][N:36]3[CH2:37][CH:33]4[O:32][C:31]([CH3:39])([CH3:30])[O:38][CH:34]4[CH2:35]3)[CH:11]=[CH:10][C:9]=2[NH:19][C:20]([C:22]2[NH:23][CH:24]=[C:25]([C:27]#[N:28])[N:26]=2)=[O:21])=[CH:4][CH2:3]1. The yield is 0.630. (2) The reactants are [C:1]([O:5][C:6]([N:8]1[CH2:13][CH:12]([CH3:14])[NH:11][CH:10]([CH3:15])[C:9]1=C=O)=[O:7])([CH3:4])([CH3:3])[CH3:2].[H-].[Al+3].[Li+].[H-].[H-].[H-].O.[OH-].[Na+].C1C[O:30][CH2:29][CH2:28]1. No catalyst specified. The product is [C:1]([O:5][C:6]([N:8]1[CH2:9][CH:10]([CH3:15])[N:11]([CH2:28][CH2:29][OH:30])[CH:12]([CH3:14])[CH2:13]1)=[O:7])([CH3:2])([CH3:3])[CH3:4]. The yield is 0.900. (3) The product is [Cl:24][C:25]1[N:26]=[C:27]([CH3:32])[N:28]=[C:29]([O:22][C:19]2[CH:20]=[CH:21][C:16]3[O:15][CH2:14][CH2:13][N:12]([C:10]4[S:9][C:5]5[C:6](=[O:8])[NH:7][C:2]([CH3:23])([CH3:1])[CH2:3][C:4]=5[N:11]=4)[C:17]=3[CH:18]=2)[CH:30]=1. The catalyst is C1COCC1. The yield is 0.350. The reactants are [CH3:1][C:2]1([CH3:23])[NH:7][C:6](=[O:8])[C:5]2[S:9][C:10]([N:12]3[C:17]4[CH:18]=[C:19]([OH:22])[CH:20]=[CH:21][C:16]=4[O:15][CH2:14][CH2:13]3)=[N:11][C:4]=2[CH2:3]1.[Cl:24][C:25]1[CH:30]=[C:29](Cl)[N:28]=[C:27]([CH3:32])[N:26]=1.CC(C)([O-])C.[Na+].